This data is from Forward reaction prediction with 1.9M reactions from USPTO patents (1976-2016). The task is: Predict the product of the given reaction. (1) The product is: [Br:1][C:2]1[CH:3]=[C:4]([NH:12][CH:13]([CH3:15])[CH3:14])[C:5]([CH3:11])=[C:6]([CH:10]=1)[C:7]([NH:37][CH2:38][C:39]1[C:40](=[O:49])[NH:41][C:42]([CH3:48])=[CH:43][C:44]=1[CH2:45][CH2:46][CH3:47])=[O:9]. Given the reactants [Br:1][C:2]1[CH:3]=[C:4]([NH:12][CH:13]([CH3:15])[CH3:14])[C:5]([CH3:11])=[C:6]([CH:10]=1)[C:7]([OH:9])=O.ON1C2N=CC=CC=2N=N1.C(Cl)CCl.CN1CCOCC1.[NH2:37][CH2:38][C:39]1[C:40](=[O:49])[NH:41][C:42]([CH3:48])=[CH:43][C:44]=1[CH2:45][CH2:46][CH3:47], predict the reaction product. (2) Given the reactants Cl[C:2]1[N:7]=[C:6](Cl)[C:5]([C:9]([O:11][CH2:12][CH3:13])=[O:10])=[CH:4][N:3]=1.[C:14]([CH2:16][C:17]1[CH:23]=[CH:22][C:20]([NH2:21])=[CH:19][CH:18]=1)#[N:15], predict the reaction product. The product is: [C:14]([CH2:16][C:17]1[CH:23]=[CH:22][C:20]([NH:21][C:2]2[N:7]=[C:6]([NH:21][C:20]3[CH:22]=[CH:23][C:17]([CH2:16][C:14]#[N:15])=[CH:18][CH:19]=3)[C:5]([C:9]([O:11][CH2:12][CH3:13])=[O:10])=[CH:4][N:3]=2)=[CH:19][CH:18]=1)#[N:15]. (3) Given the reactants [CH2:1]([O:3][C:4](=[O:14])[CH2:5][C:6]1[CH:11]=[C:10]([Cl:12])[CH:9]=[C:8](Br)[CH:7]=1)[CH3:2].[F:15][C:16]1[CH:17]=[CH:18][C:19](B2OC(C)(C)C(C)(C)O2)=[C:20]([CH:23]=1)[CH:21]=[O:22], predict the reaction product. The product is: [CH2:1]([O:3][C:4](=[O:14])[CH2:5][C:6]1[CH:7]=[C:8]([C:19]2[CH:18]=[CH:17][C:16]([F:15])=[CH:23][C:20]=2[CH:21]=[O:22])[CH:9]=[C:10]([Cl:12])[CH:11]=1)[CH3:2]. (4) Given the reactants [C:1]([C:3]1[CH:8]=[CH:7][C:6]([NH:9][C@H:10]2[CH2:14][CH2:13][C@@H:12]([C:15]([O:17][CH2:18][CH3:19])=[O:16])[CH2:11]2)=[CH:5][CH:4]=1)#[N:2].[NH2:20][OH:21], predict the reaction product. The product is: [OH:21]/[N:20]=[C:1](/[C:3]1[CH:4]=[CH:5][C:6]([NH:9][C@H:10]2[CH2:14][CH2:13][C@@H:12]([C:15]([O:17][CH2:18][CH3:19])=[O:16])[CH2:11]2)=[CH:7][CH:8]=1)\[NH2:2]. (5) Given the reactants [CH3:1][S:2]([NH:5][C@@H:6]1[C:14]2[C:9](=[CH:10][CH:11]=[CH:12][CH:13]=2)[CH2:8][C@@H:7]1OS(C)(=O)=O)(=[O:4])=[O:3].[N-:20]=[N+]=[N-].[Na+], predict the reaction product. The product is: [NH2:20][C@@H:7]1[CH2:8][C:9]2[C:14](=[CH:13][CH:12]=[CH:11][CH:10]=2)[C@H:6]1[NH:5][S:2]([CH3:1])(=[O:4])=[O:3]. (6) Given the reactants [NH2:1][C:2]1[N:7]=[C:6](O)[CH:5]=[C:4]([C:9]2[O:10][CH:11]=[CH:12][CH:13]=2)[N:3]=1.O=P(Cl)(Cl)[Cl:16], predict the reaction product. The product is: [NH2:1][C:2]1[N:7]=[C:6]([Cl:16])[CH:5]=[C:4]([C:9]2[O:10][CH:11]=[CH:12][CH:13]=2)[N:3]=1. (7) Given the reactants [CH3:1][C:2]([CH3:7])=[CH:3][C:4](O)=[O:5].O=S(Cl)Cl.[NH2:12][C:13]1[CH:18]=[CH:17][CH:16]=[CH:15][CH:14]=1.CCN(CC)CC, predict the reaction product. The product is: [C:13]1([NH:12][C:4](=[O:5])[CH:3]=[C:2]([CH3:7])[CH3:1])[CH:18]=[CH:17][CH:16]=[CH:15][CH:14]=1. (8) The product is: [I:14][C:11]1[C:10]([NH2:13])=[N:9][N:8]([C:3]2[CH:4]=[CH:5][CH:6]=[CH:7][C:2]=2[Cl:1])[CH:12]=1. Given the reactants [Cl:1][C:2]1[CH:7]=[CH:6][CH:5]=[CH:4][C:3]=1[N:8]1[CH:12]=[CH:11][C:10]([NH2:13])=[N:9]1.[I:14]N1C(=O)CCC1=O, predict the reaction product. (9) Given the reactants [F-].C([N+](CCCC)(CCCC)CCCC)CCC.CC([Si](C)(C)[O:24][CH2:25][CH2:26][CH:27]([CH:35]([O:45][CH2:46][C:47]1[CH:52]=[CH:51][C:50]([O:53][CH3:54])=[CH:49][CH:48]=1)[CH2:36][CH2:37][C:38]1[CH:43]=[CH:42][C:41]([I:44])=[CH:40][CH:39]=1)[C:28]([O:30][C:31]([CH3:34])([CH3:33])[CH3:32])=[O:29])(C)C, predict the reaction product. The product is: [OH:24][CH2:25][CH2:26][CH:27]([CH:35]([O:45][CH2:46][C:47]1[CH:52]=[CH:51][C:50]([O:53][CH3:54])=[CH:49][CH:48]=1)[CH2:36][CH2:37][C:38]1[CH:39]=[CH:40][C:41]([I:44])=[CH:42][CH:43]=1)[C:28]([O:30][C:31]([CH3:32])([CH3:34])[CH3:33])=[O:29]. (10) Given the reactants [CH3:1][O:2][C:3](=[O:16])[CH2:4][C:5]1[CH:6]=[C:7]2[C:12](=[CH:13][C:14]=1[F:15])[N:11]=[CH:10][CH:9]=[CH:8]2.N1C=CC=CC=1.[Br:23]Br, predict the reaction product. The product is: [CH3:1][O:2][C:3](=[O:16])[CH2:4][C:5]1[CH:6]=[C:7]2[C:12](=[CH:13][C:14]=1[F:15])[N:11]=[CH:10][C:9]([Br:23])=[CH:8]2.